From a dataset of Forward reaction prediction with 1.9M reactions from USPTO patents (1976-2016). Predict the product of the given reaction. (1) Given the reactants [C:1]1([C:7]2[NH:11][CH:10]=[C:9]([C:12]([O:14][CH3:15])=[O:13])[C:8]=2[CH2:16][CH2:17][CH3:18])[CH:6]=[CH:5][CH:4]=[CH:3][CH:2]=1.[H-].[Na+].[C:21]1([S:27](Cl)(=[O:29])=[O:28])[CH:26]=[CH:25][CH:24]=[CH:23][CH:22]=1, predict the reaction product. The product is: [C:1]1([C:7]2[N:11]([S:27]([C:21]3[CH:26]=[CH:25][CH:24]=[CH:23][CH:22]=3)(=[O:29])=[O:28])[CH:10]=[C:9]([C:12]([O:14][CH3:15])=[O:13])[C:8]=2[CH2:16][CH2:17][CH3:18])[CH:2]=[CH:3][CH:4]=[CH:5][CH:6]=1. (2) Given the reactants [CH3:1][N:2]([C:10]1[N:15]=[CH:14][C:13]([C:16]2[CH:21]=[C:20]([O:22][C:23]3[CH:24]=[N:25][C:26]([N+:29]([O-])=O)=[CH:27][CH:28]=3)[CH:19]=[CH:18][N:17]=2)=[CH:12][CH:11]=1)[C:3](=[O:9])[O:4][C:5]([CH3:8])([CH3:7])[CH3:6], predict the reaction product. The product is: [NH2:29][C:26]1[N:25]=[CH:24][C:23]([O:22][C:20]2[CH:19]=[CH:18][N:17]=[C:16]([C:13]3[CH:14]=[N:15][C:10]([N:2]([CH3:1])[C:3](=[O:9])[O:4][C:5]([CH3:6])([CH3:7])[CH3:8])=[CH:11][CH:12]=3)[CH:21]=2)=[CH:28][CH:27]=1. (3) The product is: [CH2:14]([C@H:10]1[CH2:9][N:8]([CH2:1][C:2]2[CH:3]=[CH:4][CH:5]=[CH:6][CH:7]=2)[CH2:13][CH2:12][N:11]1[C:22]1[CH:27]=[CH:26][C:25]([C:28]([OH:34])([CH3:33])[C:29]([F:31])([F:32])[F:30])=[CH:24][CH:23]=1)[C:15]1[CH:20]=[CH:19][CH:18]=[CH:17][CH:16]=1. Given the reactants [CH2:1]([N:8]1[CH2:13][CH2:12][NH:11][C@@H:10]([CH2:14][C:15]2[CH:20]=[CH:19][CH:18]=[CH:17][CH:16]=2)[CH2:9]1)[C:2]1[CH:7]=[CH:6][CH:5]=[CH:4][CH:3]=1.Br[C:22]1[CH:27]=[CH:26][C:25]([C:28]([OH:34])([CH3:33])[C:29]([F:32])([F:31])[F:30])=[CH:24][CH:23]=1.C1(P(C2CCCCC2)C2C=CC=CC=2C2C(OC(C)C)=CC=CC=2OC(C)C)CCCCC1.CC(C)([O-])C.[Na+], predict the reaction product.